The task is: Predict the product of the given reaction.. This data is from Forward reaction prediction with 1.9M reactions from USPTO patents (1976-2016). Given the reactants [C:1]1([CH2:7][CH2:8][CH2:9][CH2:10][C:11]([O:13][CH3:14])=[O:12])[CH:6]=[CH:5][CH:4]=[CH:3][CH:2]=1.[C:15]1([CH2:21][CH2:22][CH2:23]I)[CH:20]=[CH:19][CH:18]=[CH:17][CH:16]=1, predict the reaction product. The product is: [C:1]1([CH2:7][CH2:8][CH2:9][CH:10]([CH2:23][CH2:22][CH2:21][C:15]2[CH:20]=[CH:19][CH:18]=[CH:17][CH:16]=2)[C:11]([O:13][CH3:14])=[O:12])[CH:6]=[CH:5][CH:4]=[CH:3][CH:2]=1.